Dataset: Reaction yield outcomes from USPTO patents with 853,638 reactions. Task: Predict the reaction yield, written as a fraction of the theoretical maximum amount of product (1.0 means a 100% yield; for example, 0.34 means a 34% yield). (1) The reactants are [OH-].[Na+].[CH2:3]([NH:5][C:6]([NH:8][C:9]1[N:40]=[C:12]2[CH:13]=[C:14]([C:22]3[CH:23]=[N:24][C:25]([N:28]4[CH2:33][CH2:32][C:31]([CH3:39])([C:34]([O:36]CC)=[O:35])[CH2:30][CH2:29]4)=[N:26][CH:27]=3)[CH:15]=[C:16]([N:17]3[CH:21]=[CH:20][CH:19]=[N:18]3)[N:11]2[N:10]=1)=[O:7])[CH3:4]. The catalyst is CCO. The product is [CH2:3]([NH:5][C:6]([NH:8][C:9]1[N:40]=[C:12]2[CH:13]=[C:14]([C:22]3[CH:23]=[N:24][C:25]([N:28]4[CH2:29][CH2:30][C:31]([CH3:39])([C:34]([OH:36])=[O:35])[CH2:32][CH2:33]4)=[N:26][CH:27]=3)[CH:15]=[C:16]([N:17]3[CH:21]=[CH:20][CH:19]=[N:18]3)[N:11]2[N:10]=1)=[O:7])[CH3:4]. The yield is 0.240. (2) The reactants are [OH:1][C:2]1[CH:3]=[C:4]([CH:7]=[CH:8][CH:9]=1)[CH:5]=O.[C:10](OC=C)(=[O:12])[CH3:11].C(=O)([O-])[O-].[K+].[K+]. The catalyst is C(#N)C.O.C(OCC)(=O)C. The product is [OH:1][C:2]1[CH:3]=[C:4](/[CH:5]=[CH:11]/[CH:10]=[O:12])[CH:7]=[CH:8][CH:9]=1. The yield is 0.250. (3) The product is [Br:1][C:2]1[C:3](=[O:10])[N:4]([CH3:9])[C:5]([NH:18][C:15]2[CH:16]=[CH:17][C:12]([F:11])=[CH:13][CH:14]=2)=[N:6][CH:7]=1. The reactants are [Br:1][C:2]1[C:3](=[O:10])[N:4]([CH3:9])[C:5](Cl)=[N:6][CH:7]=1.[F:11][C:12]1[CH:17]=[CH:16][C:15]([NH2:18])=[CH:14][CH:13]=1.C([O-])(O)=O.[Na+]. The catalyst is CCCCO.CCOC(C)=O. The yield is 0.990. (4) The reactants are [N:1]1([C:6]2[CH:11]=[CH:10][C:9]([C:12](O)([CH2:14][CH:15]([C:20]3[CH:25]=[C:24]([Cl:26])[CH:23]=[C:22]([Cl:27])[CH:21]=3)[C:16]([F:19])([F:18])[F:17])[CH3:13])=[CH:8][CH:7]=2)[CH:5]=[N:4][CH:3]=[N:2]1.C1(C)C=CC(S(O)(=O)=O)=CC=1. The catalyst is C1(C)C=CC=CC=1. The product is [Cl:26][C:24]1[CH:25]=[C:20]([CH:15]([C:16]([F:17])([F:19])[F:18])/[CH:14]=[C:12](/[C:9]2[CH:10]=[CH:11][C:6]([N:1]3[CH:5]=[N:4][CH:3]=[N:2]3)=[CH:7][CH:8]=2)\[CH3:13])[CH:21]=[C:22]([Cl:27])[CH:23]=1. The yield is 0.310.